From a dataset of Reaction yield outcomes from USPTO patents with 853,638 reactions. Predict the reaction yield, written as a fraction of the theoretical maximum amount of product (1.0 means a 100% yield; for example, 0.34 means a 34% yield). The reactants are Cl.[NH2:2][C:3]1[C:11]([OH:12])=[C:10]2[C:6]([CH2:7][CH2:8][CH:9]2[CH2:13][CH2:14][NH:15][C:16](=[O:18])[CH3:17])=[CH:5][CH:4]=1.[CH2:19]([O:26][CH2:27][C:28](Cl)=[O:29])[C:20]1[CH:25]=[CH:24][CH:23]=[CH:22][CH:21]=1.O. The catalyst is N1C=CC=CC=1. The product is [C:16]([NH:15][CH2:14][CH2:13][CH:9]1[C:10]2[C:6](=[CH:5][CH:4]=[C:3]([NH:2][C:28](=[O:29])[CH2:27][O:26][CH2:19][C:20]3[CH:25]=[CH:24][CH:23]=[CH:22][CH:21]=3)[C:11]=2[OH:12])[CH2:7][CH2:8]1)(=[O:18])[CH3:17]. The yield is 0.800.